Dataset: Full USPTO retrosynthesis dataset with 1.9M reactions from patents (1976-2016). Task: Predict the reactants needed to synthesize the given product. (1) Given the product [CH2:1]([O:3][C:4]([C:6]1[N:7]([C:25]2[CH:26]=[CH:27][C:22]([O:21][CH:16]3[CH2:20][CH2:19][CH2:18][CH2:17]3)=[CH:23][CH:24]=2)[C:8]2[C:13]([CH:14]=1)=[CH:12][C:11]([Br:15])=[CH:10][CH:9]=2)=[O:5])[CH3:2], predict the reactants needed to synthesize it. The reactants are: [CH2:1]([O:3][C:4]([C:6]1[NH:7][C:8]2[C:13]([CH:14]=1)=[CH:12][C:11]([Br:15])=[CH:10][CH:9]=2)=[O:5])[CH3:2].[CH:16]1([O:21][C:22]2[CH:27]=[CH:26][C:25](B(O)O)=[CH:24][CH:23]=2)[CH2:20][CH2:19][CH2:18][CH2:17]1. (2) Given the product [Br:1][C:2]1[N:7]=[CH:6][C:5]([O:8][C:9]2[CH:10]=[C:11]([CH:15]=[CH:16][CH:17]=2)[C:12]([NH:18][CH:19]2[CH:20]3[CH2:28][CH:24]4[CH2:23][C:22]([OH:29])([CH2:27][CH:26]2[CH2:25]4)[CH2:21]3)=[O:14])=[CH:4][CH:3]=1, predict the reactants needed to synthesize it. The reactants are: [Br:1][C:2]1[N:7]=[CH:6][C:5]([O:8][C:9]2[CH:10]=[C:11]([CH:15]=[CH:16][CH:17]=2)[C:12]([OH:14])=O)=[CH:4][CH:3]=1.[NH2:18][CH:19]1[CH:26]2[CH2:27][C:22]3([OH:29])[CH2:23][CH:24]([CH2:28][CH:20]1[CH2:21]3)[CH2:25]2. (3) The reactants are: [F:1][C:2]1[CH:9]=[CH:8][CH:7]=[C:6]([O:10][CH3:11])[C:3]=1[CH:4]=O.[NH:12]1[CH2:17][CH2:16][CH2:15][C@@H:14]([C:18]2[NH:22][N:21]=[C:20]([C:23]3[CH:24]=[C:25]4[C:29](=[CH:30][CH:31]=3)[NH:28][N:27]=[C:26]4[C:32]3[CH:37]=[CH:36][N:35]=[CH:34][CH:33]=3)[N:19]=2)[CH2:13]1.C(O[BH-](OC(=O)C)OC(=O)C)(=O)C.[Na+]. Given the product [F:1][C:2]1[CH:9]=[CH:8][CH:7]=[C:6]([O:10][CH3:11])[C:3]=1[CH2:4][N:12]1[CH2:17][CH2:16][CH2:15][C@@H:14]([C:18]2[NH:22][N:21]=[C:20]([C:23]3[CH:24]=[C:25]4[C:29](=[CH:30][CH:31]=3)[NH:28][N:27]=[C:26]4[C:32]3[CH:37]=[CH:36][N:35]=[CH:34][CH:33]=3)[N:19]=2)[CH2:13]1, predict the reactants needed to synthesize it. (4) Given the product [Cl:45][C:46]1[CH:47]=[CH:48][C:49]([O:84][CH3:85])=[C:50]([CH:83]=1)[CH2:51][C@H:52]1[CH2:58][N:57]2[C:59](=[O:62])[N:60]([CH2:2][CH3:42])[N:61]=[C:56]2[CH2:55][N:54]([C:63]([NH:65][C@@H:66]([C:69]2[CH:70]=[C:71]([CH:79]=[CH:80][CH:81]=2)[C:72]([OH:74])=[O:73])[CH2:67][CH3:68])=[O:64])[C:53]1=[O:82], predict the reactants needed to synthesize it. The reactants are: Cl[C:2]1C=CC(OC)=C([CH:42]=1)C[C@H]1CN2C(O)=NN=C2CN(C(N[C@@H](C2C=CC(C(OC(C)(C)C)=O)=C([N+]([O-])=O)C=2)CC)=O)C1=O.[Cl:45][C:46]1[CH:47]=[CH:48][C:49]([O:84][CH3:85])=[C:50]([CH:83]=1)[CH2:51][C@H:52]1[CH2:58][N:57]2[C:59]([OH:62])=[N:60][N:61]=[C:56]2[CH2:55][N:54]([C:63]([NH:65][C@@H:66]([C:69]2[CH:70]=[C:71]([CH:79]=[CH:80][CH:81]=2)[C:72]([O:74]C(C)(C)C)=[O:73])[CH2:67][CH3:68])=[O:64])[C:53]1=[O:82].